This data is from Catalyst prediction with 721,799 reactions and 888 catalyst types from USPTO. The task is: Predict which catalyst facilitates the given reaction. (1) Reactant: [CH3:1][C:2]([Si:5]([CH3:33])([CH3:32])[O:6][C@H:7]1[CH2:12][C@@H:11]([CH2:13][NH:14][C:15]([O:17][C:18]([CH3:21])([CH3:20])[CH3:19])=[O:16])[CH2:10][N:9](C(OCC2C=CC=CC=2)=O)[CH2:8]1)([CH3:4])[CH3:3].[H][H].N#N. Product: [CH3:4][C:2]([Si:5]([CH3:33])([CH3:32])[O:6][C@H:7]1[CH2:8][NH:9][CH2:10][C@@H:11]([CH2:13][NH:14][C:15](=[O:16])[O:17][C:18]([CH3:21])([CH3:20])[CH3:19])[CH2:12]1)([CH3:1])[CH3:3]. The catalyst class is: 50. (2) Reactant: [Cl:1][C:2]1[CH:26]=[CH:25][C:5]2[N:6]=[C:7]([NH:9][C:10]3[CH:15]=[CH:14][C:13](B4OC(C)(C)C(C)(C)O4)=[CH:12][CH:11]=3)[S:8][C:4]=2[CH:3]=1.I[C:28]1[C:36]2[C:31](=[N:32][CH:33]=[N:34][C:35]=2[NH2:37])[N:30]([C@H:38]2[CH2:43][CH2:42][C@@H:41]([N:44]3[CH2:49][CH2:48][N:47]([CH3:50])[CH2:46][CH2:45]3)[CH2:40][CH2:39]2)[N:29]=1.C(=O)([O-])[O-].[Na+].[Na+]. Product: [NH2:37][C:35]1[N:34]=[CH:33][N:32]=[C:31]2[N:30]([C@H:38]3[CH2:43][CH2:42][C@@H:41]([N:44]4[CH2:45][CH2:46][N:47]([CH3:50])[CH2:48][CH2:49]4)[CH2:40][CH2:39]3)[N:29]=[C:28]([C:13]3[CH:12]=[CH:11][C:10]([NH:9][C:7]4[S:8][C:4]5[CH:3]=[C:2]([Cl:1])[CH:26]=[CH:25][C:5]=5[N:6]=4)=[CH:15][CH:14]=3)[C:36]=12. The catalyst class is: 108.